This data is from TCR-epitope binding with 47,182 pairs between 192 epitopes and 23,139 TCRs. The task is: Binary Classification. Given a T-cell receptor sequence (or CDR3 region) and an epitope sequence, predict whether binding occurs between them. The epitope is QIKVRVKMV. The TCR CDR3 sequence is CASSSVNSNQPQHF. Result: 0 (the TCR does not bind to the epitope).